From a dataset of Full USPTO retrosynthesis dataset with 1.9M reactions from patents (1976-2016). Predict the reactants needed to synthesize the given product. (1) Given the product [CH2:36]([O:38][C:39](=[O:46])[CH2:40][CH2:41][CH2:42][CH2:43][CH2:44][O:28][C:25]1[CH:26]=[CH:27][C:22]([C:3]([CH2:4][CH3:5])([C:6]2[CH:11]=[CH:10][C:9]([C:12]#[C:13][C:14]3([OH:20])[CH2:19][CH2:18][CH2:17][CH2:16][CH2:15]3)=[C:8]([CH3:21])[CH:7]=2)[CH2:1][CH3:2])=[CH:23][C:24]=1[CH3:29])[CH3:37], predict the reactants needed to synthesize it. The reactants are: [CH2:1]([C:3]([C:22]1[CH:27]=[CH:26][C:25]([OH:28])=[C:24]([CH3:29])[CH:23]=1)([C:6]1[CH:11]=[CH:10][C:9]([C:12]#[C:13][C:14]2([OH:20])[CH2:19][CH2:18][CH2:17][CH2:16][CH2:15]2)=[C:8]([CH3:21])[CH:7]=1)[CH2:4][CH3:5])[CH3:2].C([O-])([O-])=O.[K+].[K+].[CH2:36]([O:38][C:39](=[O:46])[CH2:40][CH2:41][CH2:42][CH2:43][CH2:44]Br)[CH3:37].[NH4+].[Cl-]. (2) Given the product [CH3:6][C:3]1([O:2][C:1]([N:41]2[CH2:42][CH2:43][CH:38]([C:36]3[O:35][C:32]4=[CH:33][N:34]=[C:29]([C:20]5[CH:21]=[CH:22][C:23]([S:25]([CH3:28])(=[O:27])=[O:26])=[CH:24][C:19]=5[F:18])[CH:30]=[C:31]4[CH:37]=3)[CH2:39][CH2:40]2)=[O:17])[CH2:4][CH2:5]1, predict the reactants needed to synthesize it. The reactants are: [C:1](=[O:17])(OC1C=CC([N+]([O-])=O)=CC=1)[O:2][C:3]1([CH3:6])[CH2:5][CH2:4]1.[F:18][C:19]1[CH:24]=[C:23]([S:25]([CH3:28])(=[O:27])=[O:26])[CH:22]=[CH:21][C:20]=1[C:29]1[CH:30]=[C:31]2[CH:37]=[C:36]([CH:38]3[CH2:43][CH2:42][NH:41][CH2:40][CH2:39]3)[O:35][C:32]2=[CH:33][N:34]=1.C(N(CC)C(C)C)(C)C. (3) Given the product [CH2:1]([O:8][C:9]1[CH:14]=[C:13]([O:15][CH2:16][C:17]2[CH:18]=[CH:19][CH:20]=[CH:21][CH:22]=2)[CH:12]=[C:11]([O:23][C:24]2[CH:25]=[CH:26][C:27]([N+:30]([O-:32])=[O:31])=[CH:28][CH:29]=2)[C:10]=1[C:40](=[N:36][OH:37])[CH3:39])[C:2]1[CH:7]=[CH:6][CH:5]=[CH:4][CH:3]=1, predict the reactants needed to synthesize it. The reactants are: [CH2:1]([O:8][C:9]1[CH:14]=[C:13]([O:15][CH2:16][C:17]2[CH:22]=[CH:21][CH:20]=[CH:19][CH:18]=2)[CH:12]=[C:11]([O:23][C:24]2[CH:29]=[CH:28][C:27]([N+:30]([O-:32])=[O:31])=[CH:26][CH:25]=2)[C:10]=1C(=O)C)[C:2]1[CH:7]=[CH:6][CH:5]=[CH:4][CH:3]=1.[NH2:36][OH:37].Cl.[CH3:39][C:40](O[Na])=O. (4) Given the product [F:1][C:2]1[CH:3]=[C:4]([CH:47]=[CH:48][CH:49]=1)[CH2:5][N:6]1[C:10]([CH3:11])=[C:9]([C:12]2[C:20]3[C:15](=[N:16][CH:17]=[C:18]([C:21]4[CH:22]=[CH:23][C:24]([N:27]5[CH2:32][CH2:31][N:30]([CH2:33][CH2:34][OH:35])[CH2:29][CH2:28]5)=[CH:25][CH:26]=4)[CH:19]=3)[NH:14][CH:13]=2)[C:8]([CH3:46])=[N:7]1, predict the reactants needed to synthesize it. The reactants are: [F:1][C:2]1[CH:3]=[C:4]([CH:47]=[CH:48][CH:49]=1)[CH2:5][N:6]1[C:10]([CH3:11])=[C:9]([C:12]2[C:20]3[C:15](=[N:16][CH:17]=[C:18]([C:21]4[CH:26]=[CH:25][C:24]([N:27]5[CH2:32][CH2:31][N:30]([CH2:33][CH2:34][OH:35])[CH2:29][CH2:28]5)=[CH:23][CH:22]=4)[CH:19]=3)[N:14](S(C3C=CC(C)=CC=3)(=O)=O)[CH:13]=2)[C:8]([CH3:46])=[N:7]1.[OH-].[Li+]. (5) The reactants are: [F:1][C:2]([F:32])([F:31])[C:3]([C:6]1[CH:11]=[CH:10][C:9]([N:12]2[CH2:17][CH2:16][N:15]([S:18]([C:21]3[S:22][CH:23]=[CH:24][CH:25]=3)(=[O:20])=[O:19])[CH2:14][C@@H:13]2[CH2:26][NH:27][CH:28]([CH3:30])[CH3:29])=[CH:8][CH:7]=1)([OH:5])[CH3:4].[CH3:33][S:34](Cl)(=[O:36])=[O:35].CCN(C(C)C)C(C)C. Given the product [CH3:30][CH:28]([N:27]([CH2:26][C@H:13]1[CH2:14][N:15]([S:18]([C:21]2[S:22][CH:23]=[CH:24][CH:25]=2)(=[O:20])=[O:19])[CH2:16][CH2:17][N:12]1[C:9]1[CH:8]=[CH:7][C:6]([C:3]([OH:5])([CH3:4])[C:2]([F:1])([F:31])[F:32])=[CH:11][CH:10]=1)[S:34]([CH3:33])(=[O:36])=[O:35])[CH3:29], predict the reactants needed to synthesize it.